Dataset: NCI-60 drug combinations with 297,098 pairs across 59 cell lines. Task: Regression. Given two drug SMILES strings and cell line genomic features, predict the synergy score measuring deviation from expected non-interaction effect. (1) Drug 1: C1=CC(=CC=C1CCCC(=O)O)N(CCCl)CCCl. Drug 2: CN1C2=C(C=C(C=C2)N(CCCl)CCCl)N=C1CCCC(=O)O.Cl. Cell line: SK-MEL-5. Synergy scores: CSS=21.0, Synergy_ZIP=-8.02, Synergy_Bliss=-6.05, Synergy_Loewe=-16.7, Synergy_HSA=-8.64. (2) Drug 2: C1C(C(OC1N2C=C(C(=O)NC2=O)F)CO)O. Drug 1: C1CN1P(=S)(N2CC2)N3CC3. Synergy scores: CSS=5.64, Synergy_ZIP=-3.64, Synergy_Bliss=-2.91, Synergy_Loewe=-1.23, Synergy_HSA=-0.908. Cell line: SK-MEL-28. (3) Drug 1: CC1=C(C(=CC=C1)Cl)NC(=O)C2=CN=C(S2)NC3=CC(=NC(=N3)C)N4CCN(CC4)CCO. Drug 2: CC12CCC3C(C1CCC2OP(=O)(O)O)CCC4=C3C=CC(=C4)OC(=O)N(CCCl)CCCl.[Na+]. Cell line: UACC-257. Synergy scores: CSS=29.9, Synergy_ZIP=5.16, Synergy_Bliss=10.2, Synergy_Loewe=7.72, Synergy_HSA=7.58. (4) Drug 1: CC1=CC=C(C=C1)C2=CC(=NN2C3=CC=C(C=C3)S(=O)(=O)N)C(F)(F)F. Drug 2: C(CCl)NC(=O)N(CCCl)N=O. Cell line: SF-539. Synergy scores: CSS=-4.00, Synergy_ZIP=-1.55, Synergy_Bliss=-1.72, Synergy_Loewe=-8.69, Synergy_HSA=-4.67. (5) Drug 1: CC1C(C(CC(O1)OC2CC(CC3=C2C(=C4C(=C3O)C(=O)C5=C(C4=O)C(=CC=C5)OC)O)(C(=O)CO)O)N)O.Cl. Drug 2: C1=CC=C(C(=C1)C(C2=CC=C(C=C2)Cl)C(Cl)Cl)Cl. Cell line: SNB-19. Synergy scores: CSS=29.1, Synergy_ZIP=8.65, Synergy_Bliss=12.4, Synergy_Loewe=-49.4, Synergy_HSA=-1.24. (6) Drug 1: C1=C(C(=O)NC(=O)N1)F. Drug 2: CC1=CC=C(C=C1)C2=CC(=NN2C3=CC=C(C=C3)S(=O)(=O)N)C(F)(F)F. Cell line: SF-295. Synergy scores: CSS=35.3, Synergy_ZIP=-10.7, Synergy_Bliss=-6.55, Synergy_Loewe=-9.48, Synergy_HSA=-5.28. (7) Drug 1: C1CCC(C1)C(CC#N)N2C=C(C=N2)C3=C4C=CNC4=NC=N3. Drug 2: CCCS(=O)(=O)NC1=C(C(=C(C=C1)F)C(=O)C2=CNC3=C2C=C(C=N3)C4=CC=C(C=C4)Cl)F. Cell line: CCRF-CEM. Synergy scores: CSS=-2.13, Synergy_ZIP=-2.08, Synergy_Bliss=-7.20, Synergy_Loewe=-5.53, Synergy_HSA=-8.61. (8) Drug 1: N.N.Cl[Pt+2]Cl. Drug 2: CC1C(C(CC(O1)OC2CC(CC3=C2C(=C4C(=C3O)C(=O)C5=CC=CC=C5C4=O)O)(C(=O)C)O)N)O. Cell line: SF-539. Synergy scores: CSS=40.3, Synergy_ZIP=0.809, Synergy_Bliss=0.969, Synergy_Loewe=-51.0, Synergy_HSA=1.91. (9) Drug 1: C1C(C(OC1N2C=C(C(=O)NC2=O)F)CO)O. Drug 2: C#CCC(CC1=CN=C2C(=N1)C(=NC(=N2)N)N)C3=CC=C(C=C3)C(=O)NC(CCC(=O)O)C(=O)O. Cell line: NCIH23. Synergy scores: CSS=36.3, Synergy_ZIP=-3.55, Synergy_Bliss=-4.48, Synergy_Loewe=-11.3, Synergy_HSA=-2.50. (10) Cell line: OVCAR-5. Drug 2: CCN(CC)CCCC(C)NC1=C2C=C(C=CC2=NC3=C1C=CC(=C3)Cl)OC. Drug 1: C#CCC(CC1=CN=C2C(=N1)C(=NC(=N2)N)N)C3=CC=C(C=C3)C(=O)NC(CCC(=O)O)C(=O)O. Synergy scores: CSS=11.6, Synergy_ZIP=-4.70, Synergy_Bliss=2.21, Synergy_Loewe=2.23, Synergy_HSA=2.65.